This data is from Catalyst prediction with 721,799 reactions and 888 catalyst types from USPTO. The task is: Predict which catalyst facilitates the given reaction. (1) Reactant: [C:1]([C:4]12[CH2:13][CH:8]3[CH2:9][CH:10]([CH2:12][CH:6]([CH2:7]3)[CH2:5]1)[CH2:11]2)(=[O:3])[CH3:2].[O:14]=O. Product: [OH:14][C:6]12[CH2:12][CH:10]3[CH2:9][CH:8]([CH2:13][C:4]([C:1](=[O:3])[CH3:2])([CH2:11]3)[CH2:5]1)[CH2:7]2. The catalyst class is: 15. (2) Reactant: [OH:1][CH2:2][C:3]1[CH:4]=[C:5]([C:14]([O:16]CC)=[O:15])[CH:6]=[C:7]([CH:13]=1)[C:8]([O:10]CC)=[O:9].[OH-].[Na+]. Product: [OH:1][CH2:2][C:3]1[CH:4]=[C:5]([C:14]([OH:16])=[O:15])[CH:6]=[C:7]([CH:13]=1)[C:8]([OH:10])=[O:9]. The catalyst class is: 1. (3) Reactant: [NH2:1][CH2:2][C@@H:3]1[CH2:8][CH2:7][CH2:6][N:5]([C:9]([O:11][C:12]([CH3:15])([CH3:14])[CH3:13])=[O:10])[CH2:4]1.C(N(CC)CC)C.Cl[C:24]([O:26][CH2:27][C:28]1[CH:33]=[CH:32][CH:31]=[CH:30][CH:29]=1)=[O:25]. Product: [CH2:27]([O:26][C:24](=[O:25])[NH:1][CH2:2][C@@H:3]1[CH2:8][CH2:7][CH2:6][N:5]([C:9]([O:11][C:12]([CH3:15])([CH3:14])[CH3:13])=[O:10])[CH2:4]1)[C:28]1[CH:33]=[CH:32][CH:31]=[CH:30][CH:29]=1. The catalyst class is: 2. (4) Product: [NH:3]1[C:7]2[CH:8]=[CH:9][CH:10]=[CH:11][C:6]=2[N:5]=[C:4]1[C@H:12]([NH:22][C:23]([NH:25][CH2:26][CH2:27][N:28]1[CH2:33][CH2:32][N:31]([C:38](=[O:39])[CH3:37])[CH2:30][CH2:29]1)=[O:24])[CH2:13][C:14]1[CH:19]=[CH:18][C:17]([O:20][CH3:21])=[CH:16][CH:15]=1. The catalyst class is: 751. Reactant: N#N.[NH:3]1[C:7]2[CH:8]=[CH:9][CH:10]=[CH:11][C:6]=2[N:5]=[C:4]1[C@H:12]([NH:22][C:23]([NH:25][CH2:26][CH2:27][N:28]1[CH2:33][CH2:32][NH:31][CH2:30][CH2:29]1)=[O:24])[CH2:13][C:14]1[CH:19]=[CH:18][C:17]([O:20][CH3:21])=[CH:16][CH:15]=1.C(N1CC[O:39][CH2:38][CH2:37]1)C.CN(C(ON1N=NC2C=CC=CC1=2)=[N+](C)C)C.[B-](F)(F)(F)F.C(O)(=O)C.